Dataset: Forward reaction prediction with 1.9M reactions from USPTO patents (1976-2016). Task: Predict the product of the given reaction. Given the reactants [C:1]1([C:7]2[O:11][N:10]=[C:9]([C:12]3[O:16][N:15]=[C:14]4[C:17]5[C:22]([CH2:23][CH2:24][C:13]=34)=[CH:21][C:20]([CH:25]=O)=[CH:19][CH:18]=5)[C:8]=2[C:27]([F:30])([F:29])[F:28])[CH:6]=[CH:5][CH:4]=[CH:3][CH:2]=1.[CH2:31]1[C@@H:35]([OH:36])[CH2:34][NH:33][CH2:32]1.C(O[BH-](OC(=O)C)OC(=O)C)(=O)C.[Na+], predict the reaction product. The product is: [C:1]1([C:7]2[O:11][N:10]=[C:9]([C:12]3[O:16][N:15]=[C:14]4[C:17]5[C:22]([CH2:23][CH2:24][C:13]=34)=[CH:21][C:20]([CH2:25][N:33]3[CH2:32][CH2:31][C@@H:35]([OH:36])[CH2:34]3)=[CH:19][CH:18]=5)[C:8]=2[C:27]([F:29])([F:30])[F:28])[CH:2]=[CH:3][CH:4]=[CH:5][CH:6]=1.